This data is from Catalyst prediction with 721,799 reactions and 888 catalyst types from USPTO. The task is: Predict which catalyst facilitates the given reaction. (1) Reactant: [CH2:1]([CH:3]1[C:11]2[C:10]3[CH2:12][CH2:13][N:14](C(=O)C(F)(F)F)[CH2:15][CH2:16][C:9]=3[CH:8]=[CH:7][C:6]=2[O:5][CH2:4]1)[CH3:2].C([O-])([O-])=O.[K+].[K+]. Product: [CH2:1]([CH:3]1[C:11]2[C:10]3[CH2:12][CH2:13][NH:14][CH2:15][CH2:16][C:9]=3[CH:8]=[CH:7][C:6]=2[O:5][CH2:4]1)[CH3:2]. The catalyst class is: 24. (2) Reactant: [O:1]=[C:2]1[N:6]([C:7]([O:9][C:10]([CH3:13])([CH3:12])[CH3:11])=[O:8])[C@H:5]([C:14]([O:16][C:17]([CH3:20])([CH3:19])[CH3:18])=[O:15])[CH2:4][CH2:3]1.C([BH-](CC)CC)C.[Li+].C(=O)(O)[O-].[Na+].OO. Product: [OH:1][CH:2]1[N:6]([C:7]([O:9][C:10]([CH3:13])([CH3:12])[CH3:11])=[O:8])[C@H:5]([C:14]([O:16][C:17]([CH3:20])([CH3:19])[CH3:18])=[O:15])[CH2:4][CH2:3]1. The catalyst class is: 1.